Task: Predict the reaction yield, written as a fraction of the theoretical maximum amount of product (1.0 means a 100% yield; for example, 0.34 means a 34% yield).. Dataset: Reaction yield outcomes from USPTO patents with 853,638 reactions (1) The reactants are [CH2:1]([O:3][C:4](=[O:38])[CH2:5][C:6]1[N:11](C(OC(C)(C)C)=O)[C:10]2[CH:19]=[CH:20][C:21]([N:23]([S:31]([CH2:34]C)(=[O:33])=[O:32])C(OC(C)(C)C)=O)=[CH:22][C:9]=2[S:8](=[O:37])(=[O:36])[CH:7]=1)[CH3:2].ClCCl.FC(F)(F)C(O)=O. No catalyst specified. The product is [CH2:1]([O:3][C:4](=[O:38])[CH2:5][C:6]1[NH:11][C:10]2[CH:19]=[CH:20][C:21]([NH:23][S:31]([CH3:34])(=[O:33])=[O:32])=[CH:22][C:9]=2[S:8](=[O:37])(=[O:36])[CH:7]=1)[CH3:2]. The yield is 0.860. (2) The reactants are [Br:1][C:2]1[CH:3]=[C:4]2[C:15](=[CH:16][CH:17]=1)[O:14][C:7]1[C:8]([F:13])=[N:9][C:10]([Cl:12])=[CH:11][C:6]=1[C:5]2([CH2:25][C:26](OC(C)(C)C)=[O:27])[NH:18][S:19]([C:21]([CH3:24])([CH3:23])[CH3:22])=[O:20].[H-].C([Al+]CC(C)C)C(C)C. The catalyst is C1COCC1. The product is [Br:1][C:2]1[CH:3]=[C:4]2[C:15](=[CH:16][CH:17]=1)[O:14][C:7]1[C:8]([F:13])=[N:9][C:10]([Cl:12])=[CH:11][C:6]=1[C:5]2([NH:18][S:19]([C:21]([CH3:24])([CH3:23])[CH3:22])=[O:20])[CH2:25][CH2:26][OH:27]. The yield is 0.890. (3) The reactants are [C:1]([C:3]1[N:4]=[C:5]2[N:10]=[C:9]([CH3:11])[C:8]([C:12]([O:14][C:15]([CH3:18])([CH3:17])[CH3:16])=[O:13])=[C:7]([C:19]3[CH:24]=[CH:23][C:22]([Cl:25])=[CH:21][C:20]=3[Cl:26])[N:6]2[CH:27]=1)#[N:2].[NH2:28]O.Cl.[OH-].[K+].[CH3:33][CH2:34][OH:35]. No catalyst specified. The product is [Cl:26][C:20]1[CH:21]=[C:22]([Cl:25])[CH:23]=[CH:24][C:19]=1[C:7]1[N:6]2[CH:27]=[C:3]([C:1]3[N:28]=[C:34]([CH3:33])[O:35][N:2]=3)[N:4]=[C:5]2[N:10]=[C:9]([CH3:11])[C:8]=1[C:12]([O:14][C:15]([CH3:18])([CH3:17])[CH3:16])=[O:13]. The yield is 0.680. (4) The yield is 0.420. The reactants are [Cl:1][C:2]1[CH:3]=[C:4]2[C:10]([C:11]3[N:16]=[C:15]([NH:17][C@H:18]4[CH2:22][CH2:21][N:20](C(OC)=O)[CH2:19]4)[C:14]([F:27])=[CH:13][N:12]=3)=[CH:9][NH:8][C:5]2=[N:6][CH:7]=1.Cl[C:29]([O:31][CH:32]([CH3:34])[CH3:33])=[O:30]. No catalyst specified. The product is [Cl:1][C:2]1[CH:3]=[C:4]2[C:10]([C:11]3[N:16]=[C:15]([NH:17][C@H:18]4[CH2:22][CH2:21][N:20]([C:29]([O:31][CH:32]([CH3:34])[CH3:33])=[O:30])[CH2:19]4)[C:14]([F:27])=[CH:13][N:12]=3)=[CH:9][NH:8][C:5]2=[N:6][CH:7]=1. (5) The reactants are COC[O:4][C:5]1[CH:10]=[CH:9][C:8]([O:11][CH2:12][CH2:13][CH3:14])=[C:7]([O:15]COC)[C:6]=1[CH3:19].Cl.O. The catalyst is CO. The product is [CH3:19][C:6]1[C:7]([OH:15])=[C:8]([O:11][CH2:12][CH2:13][CH3:14])[CH:9]=[CH:10][C:5]=1[OH:4]. The yield is 0.990.